Predict the product of the given reaction. From a dataset of Forward reaction prediction with 1.9M reactions from USPTO patents (1976-2016). (1) Given the reactants [CH2:1]([C:8]1[O:9][C:10]2[CH:16]=[CH:15][C:14]([C:17](OC)=[O:18])=[CH:13][C:11]=2[N:12]=1)[C:2]1[CH:7]=[CH:6][CH:5]=[CH:4][CH:3]=1.[H-].O, predict the reaction product. The product is: [CH2:1]([C:8]1[O:9][C:10]2[CH:16]=[CH:15][C:14]([CH2:17][OH:18])=[CH:13][C:11]=2[N:12]=1)[C:2]1[CH:3]=[CH:4][CH:5]=[CH:6][CH:7]=1. (2) Given the reactants [CH3:1][O:2][C:3]1[CH:7]=[CH:6][S:5][C:4]=1[C:8]([OH:10])=O.F[P-](F)(F)(F)(F)F.Br[P+](N1CCCC1)(N1CCCC1)[N:20]1[CH2:24]CC[CH2:21]1.CNC.C(N(C(C)C)CC)(C)C, predict the reaction product. The product is: [CH3:21][N:20]([CH3:24])[C:8]([C:4]1[S:5][CH:6]=[CH:7][C:3]=1[O:2][CH3:1])=[O:10]. (3) Given the reactants [Cl:1][C:2]1[N:7]=[N:6][C:5]([NH2:8])=[CH:4][CH:3]=1.Br[CH2:10][C:11]([NH:13][C:14]([CH:16]1[CH2:18][CH2:17]1)=[O:15])=O.P([O-])([O-])(O)=O.[K+].[K+], predict the reaction product. The product is: [Cl:1][C:2]1[CH:3]=[CH:4][C:5]2[N:6]([CH:10]=[C:11]([NH:13][C:14]([CH:16]3[CH2:18][CH2:17]3)=[O:15])[N:8]=2)[N:7]=1. (4) Given the reactants C[O:2][C:3](=[O:22])[C:4]1[CH:9]=[CH:8][C:7]([CH2:10][NH:11][C@H:12]2[CH2:17][CH2:16][C@H:15]([C:18]([CH3:21])([CH3:20])[CH3:19])[CH2:14][CH2:13]2)=[CH:6][CH:5]=1.[C:23]([O:27][C:28](O[C:28]([O:27][C:23]([CH3:26])([CH3:25])[CH3:24])=[O:29])=[O:29])([CH3:26])([CH3:25])[CH3:24].C(N(C(C)C)CC)(C)C, predict the reaction product. The product is: [C:23]([O:27][C:28]([N:11]([CH2:10][C:7]1[CH:6]=[CH:5][C:4]([C:3]([OH:2])=[O:22])=[CH:9][CH:8]=1)[C@H:12]1[CH2:13][CH2:14][C@H:15]([C:18]([CH3:19])([CH3:20])[CH3:21])[CH2:16][CH2:17]1)=[O:29])([CH3:26])([CH3:25])[CH3:24]. (5) Given the reactants [NH:1]1[C:9]2[C:4](=[CH:5][CH:6]=[CH:7][CH:8]=2)[CH:3]=[CH:2]1.[H][H].C=O.CC1(C)O[C:19](=O)[CH2:18][C:17](=[O:22])[O:16]1.C(N(CC)CC)C, predict the reaction product. The product is: [NH:1]1[C:9]2[C:4](=[CH:5][CH:6]=[CH:7][CH:8]=2)[C:3]([CH2:19][CH2:18][C:17]([OH:22])=[O:16])=[CH:2]1. (6) Given the reactants [CH2:1]([C:3]1[C:12]2[C:11](=[O:13])[O:10][C:9]([C:14]3[C:15](F)=[N:16][CH:17]=[CH:18][CH:19]=3)=[N:8][C:7]=2[CH:6]=[C:5]([O:21][CH3:22])[CH:4]=1)[CH3:2].C(N(CC)CC)C.[CH3:30][N:31]([CH3:37])[C@H:32]1[CH2:36][CH2:35][NH:34][CH2:33]1, predict the reaction product. The product is: [CH3:30][N:31]([CH3:37])[C@H:32]1[CH2:36][CH2:35][N:34]([C:15]2[C:14]([C:9]3[O:10][C:11](=[O:13])[C:12]4[C:3]([CH2:1][CH3:2])=[CH:4][C:5]([O:21][CH3:22])=[CH:6][C:7]=4[N:8]=3)=[CH:19][CH:18]=[CH:17][N:16]=2)[CH2:33]1. (7) The product is: [C:25]([O-:28])(=[O:27])[CH3:26].[C:1]([NH:5][S:6]([C:9]1[CH:10]=[C:11]([C:15]2[N:20]=[C:19]([C:21]([NH2:23])=[NH2+:22])[CH:18]=[CH:17][CH:16]=2)[CH:12]=[CH:13][CH:14]=1)(=[O:8])=[O:7])([CH3:4])([CH3:2])[CH3:3]. Given the reactants [C:1]([NH:5][S:6]([C:9]1[CH:10]=[C:11]([C:15]2[N:20]=[C:19]([C:21]([NH:23]O)=[NH:22])[CH:18]=[CH:17][CH:16]=2)[CH:12]=[CH:13][CH:14]=1)(=[O:8])=[O:7])([CH3:4])([CH3:3])[CH3:2].[C:25]([O:28]C(=O)C)(=[O:27])[CH3:26].[H][H], predict the reaction product.